This data is from hERG potassium channel inhibition data for cardiac toxicity prediction from Karim et al.. The task is: Regression/Classification. Given a drug SMILES string, predict its toxicity properties. Task type varies by dataset: regression for continuous values (e.g., LD50, hERG inhibition percentage) or binary classification for toxic/non-toxic outcomes (e.g., AMES mutagenicity, cardiotoxicity, hepatotoxicity). Dataset: herg_karim. The compound is CC(C)CN1CCC(COc2ccc(NC(=O)Nc3cccnc3Oc3ccccc3C(C)(C)C)c(F)c2)CC1. The result is 1 (blocker).